From a dataset of Catalyst prediction with 721,799 reactions and 888 catalyst types from USPTO. Predict which catalyst facilitates the given reaction. Reactant: [F:1][C:2]([F:11])([F:10])[C:3](=O)[CH2:4][C:5](=O)[CH2:6][CH3:7].O.[NH2:13][NH2:14]. Product: [CH2:6]([C:5]1[NH:14][N:13]=[C:3]([C:2]([F:11])([F:10])[F:1])[CH:4]=1)[CH3:7]. The catalyst class is: 8.